This data is from Peptide-MHC class I binding affinity with 185,985 pairs from IEDB/IMGT. The task is: Regression. Given a peptide amino acid sequence and an MHC pseudo amino acid sequence, predict their binding affinity value. This is MHC class I binding data. The peptide sequence is YLQLFFGIEV. The MHC is HLA-A02:01 with pseudo-sequence HLA-A02:01. The binding affinity (normalized) is 0.505.